This data is from Reaction yield outcomes from USPTO patents with 853,638 reactions. The task is: Predict the reaction yield, written as a fraction of the theoretical maximum amount of product (1.0 means a 100% yield; for example, 0.34 means a 34% yield). (1) The reactants are [F:1][C:2]1[CH:23]=[CH:22][C:5]([CH:6]=[C:7]2[C:16](=O)[C:15]3[C:10](=[CH:11][C:12]([C:18]([O:20]C)=[O:19])=[CH:13][CH:14]=3)[O:9][CH2:8]2)=[CH:4][CH:3]=1.Cl.[NH:25]([C:27]1[CH:34]=[CH:33][C:30]([C:31]#[N:32])=[CH:29][CH:28]=1)[NH2:26]. No catalyst specified. The product is [C:31]([C:30]1[CH:33]=[CH:34][C:27]([N:25]2[CH:6]([C:5]3[CH:4]=[CH:3][C:2]([F:1])=[CH:23][CH:22]=3)[CH:7]3[CH2:8][O:9][C:10]4[CH:11]=[C:12]([C:18]([OH:20])=[O:19])[CH:13]=[CH:14][C:15]=4[C:16]3=[N:26]2)=[CH:28][CH:29]=1)#[N:32]. The yield is 0.250. (2) The reactants are [F:1][C:2]1[CH:3]=[CH:4][CH:5]=[C:6]2[C:10]=1[NH:9][CH:8]=[CH:7]2.[C:11]1(=[O:20])[C:19]2[C:14](=[CH:15][CH:16]=[CH:17][CH:18]=2)[CH:13]=[CH:12]1.C(OCC)(=O)C. The catalyst is C(Cl)Cl.C(S([O-])(=O)=O)(F)(F)F.C(S([O-])(=O)=O)(F)(F)F.C(S([O-])(=O)=O)(F)(F)F.[Sc+3]. The product is [F:1][C:2]1[CH:3]=[CH:4][CH:5]=[C:6]2[C:10]=1[NH:9][CH:8]=[C:7]2[CH:13]1[C:14]2[C:19](=[CH:18][CH:17]=[CH:16][CH:15]=2)[C:11](=[O:20])[CH2:12]1. The yield is 0.820. (3) The reactants are [Li+].CC([N-]C(C)C)C.[C:9](#[N:11])[CH3:10].[CH3:12][C:13]([O:16][C:17]([NH:19][C:20]1[CH:21]=[C:22]([CH2:26][CH2:27][C:28](OC)=O)[CH:23]=[CH:24][CH:25]=1)=[O:18])([CH3:15])[CH3:14].O.[NH2:33][NH2:34]. The catalyst is C1COCC1. The product is [NH2:11][C:9]1[CH:10]=[C:28]([CH2:27][CH2:26][C:22]2[CH:21]=[C:20]([NH:19][C:17](=[O:18])[O:16][C:13]([CH3:15])([CH3:14])[CH3:12])[CH:25]=[CH:24][CH:23]=2)[NH:33][N:34]=1. The yield is 0.920. (4) The reactants are [Br:1][C:2]1[C:3]([OH:13])=[C:4]([O:11][CH3:12])[C:5]([Cl:10])=[C:6]([CH:9]=1)[CH:7]=[O:8].[CH3:14]OS(OC)(=O)=O. The catalyst is C1COCC1. The product is [Br:1][C:2]1[C:3]([O:13][CH3:14])=[C:4]([O:11][CH3:12])[C:5]([Cl:10])=[C:6]([CH:9]=1)[CH:7]=[O:8]. The yield is 0.700.